This data is from Full USPTO retrosynthesis dataset with 1.9M reactions from patents (1976-2016). The task is: Predict the reactants needed to synthesize the given product. (1) Given the product [CH2:47]([N:21]1[CH:22]=[C:23]([C:25]2[CH:30]=[CH:29][C:28]([Cl:31])=[CH:27][C:26]=2[Cl:32])[N:24]=[C:20]1[C@@H:19]([NH:33][C:34]([CH:36]1[CH2:37][CH2:38][CH:39]([C:42]([CH3:43])([CH3:44])[CH3:45])[CH2:40][CH2:41]1)=[O:35])[CH2:18][C:15]1[CH:14]=[CH:13][C:12]([O:11][CH2:10][C:7]2[CH:8]=[CH:9][C:4]([C:3]([OH:2])=[O:46])=[CH:5][CH:6]=2)=[CH:17][CH:16]=1)[C:48]1[CH:53]=[CH:52][CH:51]=[CH:50][CH:49]=1, predict the reactants needed to synthesize it. The reactants are: C[O:2][C:3](=[O:46])[C:4]1[CH:9]=[CH:8][C:7]([CH2:10][O:11][C:12]2[CH:17]=[CH:16][C:15]([CH2:18][C@H:19]([NH:33][C:34]([CH:36]3[CH2:41][CH2:40][CH:39]([C:42]([CH3:45])([CH3:44])[CH3:43])[CH2:38][CH2:37]3)=[O:35])[C:20]3[NH:21][CH:22]=[C:23]([C:25]4[CH:30]=[CH:29][C:28]([Cl:31])=[CH:27][C:26]=4[Cl:32])[N:24]=3)=[CH:14][CH:13]=2)=[CH:6][CH:5]=1.[CH2:47](Br)[C:48]1[CH:53]=[CH:52][CH:51]=[CH:50][CH:49]=1. (2) Given the product [CH3:45][N:44]([CH3:46])[S:41]([C:35]1[CH:36]=[C:37]([F:40])[CH:38]=[CH:39][C:34]=1[CH2:33][NH:32][C:30]([C:13]1[C:12]([OH:11])=[C:21]2[C:16]([CH:17]=[CH:18][CH:19]=[N:20]2)=[C:15]([N:22]2[CH2:27][CH2:26][CH2:25][CH2:24][S:23]2(=[O:29])=[O:28])[N:14]=1)=[O:31])(=[O:43])=[O:42], predict the reactants needed to synthesize it. The reactants are: CC1C=CC(S([O:11][C:12]2[C:13]([C:30]([NH:32][CH2:33][C:34]3[CH:39]=[CH:38][C:37]([F:40])=[CH:36][C:35]=3[S:41]([N:44]([CH3:46])[CH3:45])(=[O:43])=[O:42])=[O:31])=[N:14][C:15]([N:22]3[CH2:27][CH2:26][CH2:25][CH2:24][S:23]3(=[O:29])=[O:28])=[C:16]3[C:21]=2[N:20]=[CH:19][CH:18]=[CH:17]3)(=O)=O)=CC=1.C[O-].[Na+].C(O)(=O)C.C(O)C.